From a dataset of Full USPTO retrosynthesis dataset with 1.9M reactions from patents (1976-2016). Predict the reactants needed to synthesize the given product. (1) Given the product [CH2:26]([O:28]/[N:29]=[C:5]1\[CH:4]=[C:3]([CH3:11])[C:2]([C:12]#[C:13][C:14]2[CH:24]=[CH:23][CH:22]=[CH:21][C:15]=2[C:16]([O:18][CH2:19][CH3:20])=[O:17])([OH:1])[C:7]([CH3:9])([CH3:8])[CH2:6]\1)[CH3:27], predict the reactants needed to synthesize it. The reactants are: [OH:1][C:2]1([C:12]#[C:13][C:14]2[CH:24]=[CH:23][CH:22]=[CH:21][C:15]=2[C:16]([O:18][CH2:19][CH3:20])=[O:17])[C:7]([CH3:9])([CH3:8])[CH2:6][C:5](=O)[CH:4]=[C:3]1[CH3:11].Cl.[CH2:26]([O:28][NH2:29])[CH3:27].C([O-])(=O)C.[Na+]. (2) Given the product [C:29]([C:28]1[CH:31]=[CH:32][C:25]([C:22]2[N:20]3[N:21]=[C:16]([C:4]4[CH:5]=[CH:6][C:7]([C:8]([N:10]5[CH2:15][CH2:14][O:13][CH2:12][CH2:11]5)=[O:9])=[C:2]([NH:1][C:33](=[O:35])[CH3:34])[CH:3]=4)[CH:17]=[CH:18][C:19]3=[N:24][CH:23]=2)=[CH:26][CH:27]=1)#[N:30], predict the reactants needed to synthesize it. The reactants are: [NH2:1][C:2]1[CH:3]=[C:4]([C:16]2[CH:17]=[CH:18][C:19]3[N:20]([C:22]([C:25]4[CH:32]=[CH:31][C:28]([C:29]#[N:30])=[CH:27][CH:26]=4)=[CH:23][N:24]=3)[N:21]=2)[CH:5]=[CH:6][C:7]=1[C:8]([N:10]1[CH2:15][CH2:14][O:13][CH2:12][CH2:11]1)=[O:9].[C:33](Cl)(=[O:35])[CH3:34].C([O-])(O)=O.[Na+].